This data is from Full USPTO retrosynthesis dataset with 1.9M reactions from patents (1976-2016). The task is: Predict the reactants needed to synthesize the given product. Given the product [Cl-:30].[Cl-:30].[NH2:1][C:2]1[N:7]=[CH:6][N:5]=[C:4]2[N:8]([CH:11]3[CH2:16][CH2:15][NH2+:14][CH2:13][CH2:12]3)[NH+:9]=[CH:10][C:3]=12, predict the reactants needed to synthesize it. The reactants are: [NH2:1][C:2]1[N:7]=[CH:6][N:5]=[C:4]2[N:8]([CH:11]3[CH2:16][CH2:15][N:14](C(OC(C)(C)C)=O)[CH2:13][CH2:12]3)[N:9]=[CH:10][C:3]=12.O1CCOCC1.[ClH:30].